From a dataset of Catalyst prediction with 721,799 reactions and 888 catalyst types from USPTO. Predict which catalyst facilitates the given reaction. (1) Reactant: [C:1]([C:5]1[CH:6]=[C:7]([NH:16][C:17]([NH:19][C:20]2[C:29]3[C:24](=[CH:25][CH:26]=[CH:27][CH:28]=3)[C:23]([O:30][C:31]3[CH:36]=[CH:35][N:34]=[C:33]([NH:37][C:38]4[CH:43]=[C:42]([O:44][CH2:45][CH2:46][O:47][CH2:48][CH2:49][O:50][CH2:51][CH2:52][O:53][CH3:54])[CH:41]=[C:40]([O:55][CH3:56])[CH:39]=4)[N:32]=3)=[CH:22][CH:21]=2)=[O:18])[C:8]([O:14][CH3:15])=[C:9]([CH:13]=1)[C:10](O)=[O:11])([CH3:4])([CH3:3])[CH3:2].[C:57]1([CH2:63][NH2:64])[CH:62]=[CH:61][CH:60]=[CH:59][CH:58]=1.C(N(CC)CC)C.C(P1(=O)OP(CCC)(=O)OP(CCC)(=O)O1)CC.CCOC(C)=O. Product: [CH2:63]([NH:64][C:10](=[O:11])[C:9]1[CH:13]=[C:5]([C:1]([CH3:4])([CH3:2])[CH3:3])[CH:6]=[C:7]([NH:16][C:17]([NH:19][C:20]2[C:29]3[C:24](=[CH:25][CH:26]=[CH:27][CH:28]=3)[C:23]([O:30][C:31]3[CH:36]=[CH:35][N:34]=[C:33]([NH:37][C:38]4[CH:43]=[C:42]([O:44][CH2:45][CH2:46][O:47][CH2:48][CH2:49][O:50][CH2:51][CH2:52][O:53][CH3:54])[CH:41]=[C:40]([O:55][CH3:56])[CH:39]=4)[N:32]=3)=[CH:22][CH:21]=2)=[O:18])[C:8]=1[O:14][CH3:15])[C:57]1[CH:62]=[CH:61][CH:60]=[CH:59][CH:58]=1. The catalyst class is: 2. (2) Reactant: [Br:1][CH2:2][CH2:3][CH2:4][C:5]([OH:7])=[O:6].[F:8][C:9]1[C:14](O)=[C:13]([F:16])[C:12]([F:17])=[C:11]([F:18])[C:10]=1[F:19]. Product: [F:8][C:9]1[C:14]([O:6][C:5](=[O:7])[CH2:4][CH2:3][CH2:2][Br:1])=[C:13]([F:16])[C:12]([F:17])=[C:11]([F:18])[C:10]=1[F:19]. The catalyst class is: 79. (3) Reactant: CN1CCCC1=O.[CH2:8]([NH:15][C:16]1[C:21]([C:22]([NH2:24])=[O:23])=[CH:20][N:19]=[C:18]([NH:25][C:26]2[CH:31]=[CH:30][C:29]([N:32]3[CH2:37][CH2:36][NH:35][CH2:34][CH2:33]3)=[CH:28][CH:27]=2)[N:17]=1)[C:9]1[CH:14]=[CH:13][CH:12]=[CH:11][CH:10]=1.Br[CH2:39][C:40]([O:42][CH2:43][CH3:44])=[O:41].C(=O)([O-])[O-].[K+].[K+]. Product: [CH2:43]([O:42][C:40](=[O:41])[CH2:39][N:35]1[CH2:36][CH2:37][N:32]([C:29]2[CH:30]=[CH:31][C:26]([NH:25][C:18]3[N:17]=[C:16]([NH:15][CH2:8][C:9]4[CH:14]=[CH:13][CH:12]=[CH:11][CH:10]=4)[C:21]([C:22]([NH2:24])=[O:23])=[CH:20][N:19]=3)=[CH:27][CH:28]=2)[CH2:33][CH2:34]1)[CH3:44]. The catalyst class is: 6. (4) Reactant: [CH3:1][C:2]([CH3:31])([CH3:30])[C:3]#[C:4][C:5]1[S:9][C:8]([C:10]([OH:12])=[O:11])=[C:7]([N:13]([C@H:23]2[CH2:28][CH2:27][C@@H:26](O)[CH2:25][CH2:24]2)[C:14]([C@H:16]2[CH2:21][CH2:20][C@H:19]([CH3:22])[CH2:18][CH2:17]2)=[O:15])[CH:6]=1.C(N(S(F)(F)[F:38])CC)C. Product: [CH3:1][C:2]([CH3:31])([CH3:30])[C:3]#[C:4][C:5]1[S:9][C:8]([C:10]([OH:12])=[O:11])=[C:7]([N:13]([C@H:23]2[CH2:28][CH2:27][C@H:26]([F:38])[CH2:25][CH2:24]2)[C:14]([C@H:16]2[CH2:21][CH2:20][C@H:19]([CH3:22])[CH2:18][CH2:17]2)=[O:15])[CH:6]=1. The catalyst class is: 34. (5) Product: [Br:1][C:2]1[CH:7]=[CH:6][C:5]([NH:8][C:9]2[C:18]3[C:13](=[CH:14][C:15]([O:24][CH3:25])=[C:16]([O:19][CH2:20][CH2:21][CH2:22][N:39]4[CH2:38][CH:37]5[CH2:33][N:34]([C:41]([O:43][C:44]([CH3:47])([CH3:46])[CH3:45])=[O:42])[CH2:35][CH:36]5[CH2:40]4)[CH:17]=3)[N:12]=[CH:11][N:10]=2)=[C:4]([F:26])[CH:3]=1. Reactant: [Br:1][C:2]1[CH:7]=[CH:6][C:5]([NH:8][C:9]2[C:18]3[C:13](=[CH:14][C:15]([O:24][CH3:25])=[C:16]([O:19][CH2:20][CH2:21][CH2:22]Cl)[CH:17]=3)[N:12]=[CH:11][N:10]=2)=[C:4]([F:26])[CH:3]=1.C([O-])([O-])=O.[K+].[K+].[CH2:33]1[CH:37]2[CH2:38][NH:39][CH2:40][CH:36]2[CH2:35][N:34]1[C:41]([O:43][C:44]([CH3:47])([CH3:46])[CH3:45])=[O:42]. The catalyst class is: 18. (6) Reactant: [CH:1]1([N:6]2[C:10]([CH3:11])=[C:9]([S:12]([NH:15][C@H:16]([C:18]([NH2:20])=O)[CH3:17])(=[O:14])=[O:13])[C:8]([CH3:21])=[N:7]2)[CH2:5][CH2:4][CH2:3][CH2:2]1. Product: [NH2:20][CH2:18][C@@H:16]([NH:15][S:12]([C:9]1[C:8]([CH3:21])=[N:7][N:6]([CH:1]2[CH2:5][CH2:4][CH2:3][CH2:2]2)[C:10]=1[CH3:11])(=[O:14])=[O:13])[CH3:17]. The catalyst class is: 1. (7) Reactant: [CH3:1][O:2][C:3](=[O:20])[C:4]1[CH:9]=[CH:8][CH:7]=[N:6][C:5]=1[S:10](=[O:19])(=[O:18])[NH:11][C:12]1[CH:17]=[CH:16][CH:15]=[CH:14][CH:13]=1.C(N(CC)C(C)C)(C)C.[CH3:30][Si:31]([CH3:38])([CH3:37])[CH2:32][CH2:33][O:34][CH2:35]Cl. Product: [CH3:1][O:2][C:3](=[O:20])[C:4]1[CH:9]=[CH:8][CH:7]=[N:6][C:5]=1[S:10](=[O:19])(=[O:18])[N:11]([C:12]1[CH:17]=[CH:16][CH:15]=[CH:14][CH:13]=1)[CH2:35][O:34][CH2:33][CH2:32][Si:31]([CH3:38])([CH3:37])[CH3:30]. The catalyst class is: 4. (8) Reactant: [CH:1]1([CH:4]=O)[CH2:3][CH2:2]1.[CH3:6][O:7][CH:8]([O:11][CH3:12])[CH2:9][NH2:10].[BH3-]C#N.[Na+].CC(O)=O. Product: [CH:1]1([CH2:4][NH:10][CH2:9][CH:8]([O:11][CH3:12])[O:7][CH3:6])[CH2:3][CH2:2]1. The catalyst class is: 5.